Dataset: Catalyst prediction with 721,799 reactions and 888 catalyst types from USPTO. Task: Predict which catalyst facilitates the given reaction. (1) Reactant: [Cl:1][C:2]1[CH:3]=[C:4]2[C:9](=[CH:10][CH:11]=1)[C:8](=[O:12])[N:7]([CH3:13])[C:6]([C:14]([O:16]CC)=[O:15])=[C:5]2[O:19][CH3:20].[OH-].[Na+].O.Cl. Product: [Cl:1][C:2]1[CH:3]=[C:4]2[C:9](=[CH:10][CH:11]=1)[C:8](=[O:12])[N:7]([CH3:13])[C:6]([C:14]([OH:16])=[O:15])=[C:5]2[O:19][CH3:20]. The catalyst class is: 214. (2) Reactant: [Cl-].[F:2][C:3]([F:18])([F:17])[C:4]1[CH:5]=[C:6]([N:10]2[CH2:15][C@@H:14]3[CH2:16][C@H:11]2[CH2:12][NH2+:13]3)[CH:7]=[CH:8][CH:9]=1.C(=O)([O-])[O-].[Cs+].[Cs+].CS([C:29]1[N:34]=[CH:33][C:32]([C:35]([O:37][CH2:38][CH3:39])=[O:36])=[CH:31][N:30]=1)(=O)=O. Product: [F:18][C:3]([F:2])([F:17])[C:4]1[CH:5]=[C:6]([N:10]2[CH2:15][C@@H:14]3[CH2:16][C@H:11]2[CH2:12][N:13]3[C:29]2[N:30]=[CH:31][C:32]([C:35]([O:37][CH2:38][CH3:39])=[O:36])=[CH:33][N:34]=2)[CH:7]=[CH:8][CH:9]=1. The catalyst class is: 384. (3) Reactant: [N:1]1([CH2:7][C:8]2[CH:9]=[C:10]([NH:14]N=[C:16]3[C:20]([C:21]4[CH:26]=[CH:25][N:24]=[CH:23][CH:22]=4)=N[N:18]=[C:17]3N)[CH:11]=[CH:12][CH:13]=2)[CH2:6][CH2:5][O:4][CH2:3][CH2:2]1.C1C[O:31]CC1.NN.[K]. Product: [N:1]1([CH2:7][C:8]2[CH:9]=[C:10]([NH2:14])[CH:11]=[CH:12][CH:13]=2)[CH2:6][CH2:5][O:4][CH2:3][CH2:2]1.[O:31]=[C:20]([C:21]1[CH:26]=[CH:25][N:24]=[CH:23][CH:22]=1)[CH2:16][C:17]#[N:18]. The catalyst class is: 14. (4) Reactant: [CH3:1][S:2][C:3](=[NH:30])[C:4]([C:18]1[CH:19]=[C:20]([O:28][CH3:29])[C:21]2[O:26][CH2:25][O:24][CH2:23][C:22]=2[CH:27]=1)=[N:5][C:6]1[CH:11]=[CH:10][C:9]([C:12]2[N:16]=[C:15]([CH3:17])[O:14][N:13]=2)=[CH:8][CH:7]=1.N1C(C)=CC(C)=CC=1C.Cl[C:41]([O:43][CH3:44])=[O:42].Cl. Product: [CH3:44][O:43][C:41](=[O:42])[N:30]=[C:3]([S:2][CH3:1])[C:4]([C:18]1[CH:19]=[C:20]([O:28][CH3:29])[C:21]2[O:26][CH2:25][O:24][CH2:23][C:22]=2[CH:27]=1)=[N:5][C:6]1[CH:11]=[CH:10][C:9]([C:12]2[N:16]=[C:15]([CH3:17])[O:14][N:13]=2)=[CH:8][CH:7]=1. The catalyst class is: 11. (5) Reactant: [Cl:1][C:2]1[C:3]([F:24])=[C:4]([NH:9][C:10]2[C:19]3[C:14](=[CH:15][C:16](F)=[C:17]([N+:20]([O-:22])=[O:21])[CH:18]=3)[N:13]=[CH:12][N:11]=2)[CH:5]=[CH:6][C:7]=1[Cl:8].C[Si](C)(C)[O-].[K+].[O:31]1[CH2:35][CH2:34][C@H:33]([OH:36])[CH2:32]1.Cl. Product: [Cl:1][C:2]1[C:3]([F:24])=[C:4]([NH:9][C:10]2[C:19]3[C:14](=[CH:15][C:16]([O:36][C@H:33]4[CH2:34][CH2:35][O:31][CH2:32]4)=[C:17]([N+:20]([O-:22])=[O:21])[CH:18]=3)[N:13]=[CH:12][N:11]=2)[CH:5]=[CH:6][C:7]=1[Cl:8]. The catalyst class is: 18. (6) Reactant: [C:1]([O:5][C:6]([N:8]1[C:16]2[CH:15]=[C:14](Cl)[N:13]=[CH:12][C:11]=2[C:10]([CH3:19])([CH3:18])[CH2:9]1)=[O:7])([CH3:4])([CH3:3])[CH3:2].[NH2:20][C:21]1[CH:26]=[CH:25][CH:24]=[CH:23][CH:22]=1.CC([O-])(C)C.[Na+]. Product: [C:1]([O:5][C:6]([N:8]1[C:16]2[CH:15]=[C:14]([NH:20][C:21]3[CH:26]=[CH:25][CH:24]=[CH:23][CH:22]=3)[N:13]=[CH:12][C:11]=2[C:10]([CH3:19])([CH3:18])[CH2:9]1)=[O:7])([CH3:4])([CH3:3])[CH3:2]. The catalyst class is: 101. (7) Reactant: [H-].[H-].[H-].[H-].[Li+].[Al+3].[C:7]([O:11][C:12](=[O:36])[NH:13][CH:14]([C:30](=[O:35])N(OC)C)[CH2:15][C:16]1[CH:21]=[CH:20][C:19]([O:22][CH2:23][C:24]2[CH:29]=[CH:28][CH:27]=[CH:26][CH:25]=2)=[CH:18][CH:17]=1)([CH3:10])([CH3:9])[CH3:8]. Product: [C:7]([O:11][C:12](=[O:36])[NH:13][CH:14]([CH2:15][C:16]1[CH:17]=[CH:18][C:19]([O:22][CH2:23][C:24]2[CH:29]=[CH:28][CH:27]=[CH:26][CH:25]=2)=[CH:20][CH:21]=1)[CH:30]=[O:35])([CH3:10])([CH3:8])[CH3:9]. The catalyst class is: 1. (8) Reactant: [NH2:1][C:2]1[CH:7]=[CH:6][C:5]([Cl:8])=[CH:4][C:3]=1[C:9]([C:11]1[CH:12]=[N:13][CH:14]=[CH:15][CH:16]=1)=[O:10].[Br:17][C:18]1[CH:23]=[CH:22][C:21]([S:24](Cl)(=[O:26])=[O:25])=[CH:20][CH:19]=1. Product: [Br:17][C:18]1[CH:23]=[CH:22][C:21]([S:24]([NH:1][C:2]2[CH:7]=[CH:6][C:5]([Cl:8])=[CH:4][C:3]=2[C:9]([C:11]2[CH:12]=[N:13][CH:14]=[CH:15][CH:16]=2)=[O:10])(=[O:26])=[O:25])=[CH:20][CH:19]=1. The catalyst class is: 17. (9) Reactant: [N+:1]([C:4]1[CH:9]=[CH:8][C:7](Br)=[CH:6][N:5]=1)([O-:3])=[O:2].[CH3:11][O:12][CH2:13][CH2:14][NH:15][CH3:16].C(N(C(C)C)CC)(C)C. Product: [CH3:11][O:12][CH2:13][CH2:14][N:15]([CH3:16])[C:7]1[CH:6]=[N:5][C:4]([N+:1]([O-:3])=[O:2])=[CH:9][CH:8]=1. The catalyst class is: 14. (10) Reactant: [CH2:1]1[C:3]2([CH2:7][CH2:6][N:5]([C:8]3[C:9]([Cl:27])=[CH:10][C:11]4[N:15]=[C:14]([NH:16][C:17]5[CH:18]=[C:19]([CH:22]=[CH:23][C:24]=5[Cl:25])[CH2:20][NH2:21])[NH:13][C:12]=4[CH:26]=3)[CH2:4]2)[CH2:2]1.[C:28](Cl)(=[O:33])[C:29]([CH3:32])([CH3:31])[CH3:30]. Product: [CH2:2]1[C:3]2([CH2:7][CH2:6][N:5]([C:8]3[C:9]([Cl:27])=[CH:10][C:11]4[N:15]=[C:14]([NH:16][C:17]5[CH:18]=[C:19]([CH:22]=[CH:23][C:24]=5[Cl:25])[CH2:20][NH:21][C:28](=[O:33])[C:29]([CH3:32])([CH3:31])[CH3:30])[NH:13][C:12]=4[CH:26]=3)[CH2:4]2)[CH2:1]1. The catalyst class is: 1.